From a dataset of Peptide-MHC class I binding affinity with 185,985 pairs from IEDB/IMGT. Regression. Given a peptide amino acid sequence and an MHC pseudo amino acid sequence, predict their binding affinity value. This is MHC class I binding data. (1) The peptide sequence is FLGSHSEPL. The MHC is HLA-A69:01 with pseudo-sequence HLA-A69:01. The binding affinity (normalized) is 0.0847. (2) The peptide sequence is RYWRLRYRI. The MHC is HLA-C07:01 with pseudo-sequence HLA-C07:01. The binding affinity (normalized) is 0.0847. (3) The peptide sequence is YVFPVIFSK. The MHC is Mamu-A01 with pseudo-sequence Mamu-A01. The binding affinity (normalized) is 0.581. (4) The MHC is HLA-A80:01 with pseudo-sequence HLA-A80:01. The binding affinity (normalized) is 0.0847. The peptide sequence is RGKLVVGVK.